Predict the reactants needed to synthesize the given product. From a dataset of Full USPTO retrosynthesis dataset with 1.9M reactions from patents (1976-2016). (1) Given the product [F:10][C:11]1[CH:19]=[C:18]([C:20]2[CH:21]=[N:22][C:23]3[N:24]([C:26]([CH2:29][C:30]4[CH:31]=[C:32]5[C:37](=[CH:38][CH:39]=4)[N:36]=[CH:35][CH:34]=[CH:33]5)=[CH:27][N:28]=3)[N:25]=2)[CH:17]=[CH:16][C:12]=1[C:13]([NH:41][C@@H:42]([C:50]([CH3:53])([CH3:52])[CH3:51])[C:43]([O:45][C:46]([CH3:48])([CH3:47])[CH3:49])=[O:44])=[O:14], predict the reactants needed to synthesize it. The reactants are: C(N(CC)C(C)C)(C)C.[F:10][C:11]1[CH:19]=[C:18]([C:20]2[CH:21]=[N:22][C:23]3[N:24]([C:26]([CH2:29][C:30]4[CH:31]=[C:32]5[C:37](=[CH:38][CH:39]=4)[N:36]=[CH:35][CH:34]=[CH:33]5)=[CH:27][N:28]=3)[N:25]=2)[CH:17]=[CH:16][C:12]=1[C:13](O)=[O:14].Cl.[NH2:41][C@@H:42]([C:50]([CH3:53])([CH3:52])[CH3:51])[C:43]([O:45][C:46]([CH3:49])([CH3:48])[CH3:47])=[O:44].F[P-](F)(F)(F)(F)F.N1(O[P+](N(C)C)(N(C)C)N(C)C)C2C=CC=CC=2N=N1. (2) Given the product [CH2:1]([N:4]1[C:12]2[CH:11]=[CH:10][C:9]([C:13]([N:15]3[CH2:16][CH2:17][CH:18]([CH3:21])[CH2:19][CH2:20]3)=[O:14])=[CH:8][C:7]=2[C:6]2[CH2:22][N:23]([CH:26]3[CH2:31][CH2:30][NH:29][CH2:28][CH2:27]3)[CH2:24][CH2:25][C:5]1=2)[CH:2]=[CH2:3], predict the reactants needed to synthesize it. The reactants are: [CH2:1]([N:4]1[C:12]2[CH:11]=[CH:10][C:9]([C:13]([N:15]3[CH2:20][CH2:19][CH:18]([CH3:21])[CH2:17][CH2:16]3)=[O:14])=[CH:8][C:7]=2[C:6]2[CH2:22][N:23]([CH:26]3[CH2:31][CH2:30][N:29](C(OC(C)(C)C)=O)[CH2:28][CH2:27]3)[CH2:24][CH2:25][C:5]1=2)[CH:2]=[CH2:3].FC(F)(F)C(O)=O. (3) Given the product [Cl:17][C:10]1[CH:11]=[C:12]([CH:13]2[O:23][CH2:22][CH2:21][O:14]2)[CH:15]=[CH:16][C:9]=1[O:8][C:5]1[CH:6]=[CH:7][C:2]([NH2:1])=[C:3]([N+:18]([O-:20])=[O:19])[CH:4]=1, predict the reactants needed to synthesize it. The reactants are: [NH2:1][C:2]1[CH:7]=[CH:6][C:5]([O:8][C:9]2[CH:16]=[CH:15][C:12]([CH:13]=[O:14])=[CH:11][C:10]=2[Cl:17])=[CH:4][C:3]=1[N+:18]([O-:20])=[O:19].[CH2:21](O)[CH2:22][OH:23].C1(C)C=CC(S(O)(=O)=O)=CC=1.